From a dataset of Acute oral toxicity (LD50) regression data from Zhu et al.. Regression/Classification. Given a drug SMILES string, predict its toxicity properties. Task type varies by dataset: regression for continuous values (e.g., LD50, hERG inhibition percentage) or binary classification for toxic/non-toxic outcomes (e.g., AMES mutagenicity, cardiotoxicity, hepatotoxicity). Dataset: ld50_zhu. (1) The drug is CSCCC(OC(C)=O)C(=O)O. The rat oral LD50 is 1.92, given as -log10 of the dose in mol/kg body weight (higher means more acutely toxic). (2) The compound is C=CC=CC=CCCCCC. The rat oral LD50 is 1.30, given as -log10 of the dose in mol/kg body weight (higher means more acutely toxic).